This data is from Reaction yield outcomes from USPTO patents with 853,638 reactions. The task is: Predict the reaction yield, written as a fraction of the theoretical maximum amount of product (1.0 means a 100% yield; for example, 0.34 means a 34% yield). (1) The reactants are [C:1]([O:5][C:6]([N:8]1[CH2:12][C@@H:11](O)[CH2:10][C@@:9]1([CH3:17])[C:14]([OH:16])=[O:15])=[O:7])([CH3:4])([CH3:3])[CH3:2].P(N=[N+]=[N-])(=O)(OC1C=CC=CC=1)OC1C=CC=CC=1.CCN(CC)CC. No catalyst specified. The product is [CH3:17][C@@:9]12[CH2:10][C@@H:11]([CH2:12][N:8]1[C:6]([O:5][C:1]([CH3:4])([CH3:3])[CH3:2])=[O:7])[O:15][C:14]2=[O:16]. The yield is 0.490. (2) The reactants are [Cl:1][C:2]1[CH:11]=[C:10](N)[C:9]2[C:4](=[CH:5][CH:6]=[C:7]([O:13][CH3:14])[CH:8]=2)[N:3]=1.N([O-])=O.[Na+].C1C=CN=CC=1.[FH:25]. No catalyst specified. The product is [Cl:1][C:2]1[CH:11]=[C:10]([F:25])[C:9]2[C:4](=[CH:5][CH:6]=[C:7]([O:13][CH3:14])[CH:8]=2)[N:3]=1. The yield is 0.400. (3) The reactants are [CH3:1][C:2]1[N:6]=[CH:5][NH:4][N:3]=1.F[C:8]1[CH:13]=[CH:12][C:11]([N+:14]([O-:16])=[O:15])=[CH:10][C:9]=1[F:17].C(=O)(O)[O-].[Na+].O. The catalyst is CS(C)=O. The product is [F:17][C:9]1[CH:10]=[C:11]([N+:14]([O-:16])=[O:15])[CH:12]=[CH:13][C:8]=1[N:4]1[CH:5]=[N:6][C:2]([CH3:1])=[N:3]1. The yield is 0.170. (4) The reactants are C1(C)C=CC(S(O[CH:11]([CH2:13]/[CH:14]=[CH:15]/[C:16]2[CH:17]=[N:18][CH:19]=[CH:20][CH:21]=2)[CH3:12])(=O)=O)=CC=1.[CH3:23][NH2:24]. The catalyst is C(O)C. The product is [CH3:23][NH:24][CH:11]([CH2:13]/[CH:14]=[CH:15]/[C:16]1[CH:17]=[N:18][CH:19]=[CH:20][CH:21]=1)[CH3:12]. The yield is 0.516. (5) The reactants are [Br-].[N+:2]([C:5]1[CH:30]=[CH:29][C:8]([CH2:9][P+](C2C=CC=CC=2)(C2C=CC=CC=2)C2C=CC=CC=2)=[CH:7][CH:6]=1)([O-:4])=[O:3].[H-].[Na+].[CH2:33]([O:40][C:41]1[C:48]([C:49]2[C:50]([O:55][CH3:56])=[N:51][CH:52]=[CH:53][CH:54]=2)=[CH:47][C:46]([C:57]([CH3:60])([CH3:59])[CH3:58])=[CH:45][C:42]=1[CH:43]=O)[C:34]1[CH:39]=[CH:38][CH:37]=[CH:36][CH:35]=1. The catalyst is CN(C=O)C. The product is [CH2:33]([O:40][C:41]1[C:42]([CH:43]=[CH:9][C:8]2[CH:7]=[CH:6][C:5]([N+:2]([O-:4])=[O:3])=[CH:30][CH:29]=2)=[CH:45][C:46]([C:57]([CH3:60])([CH3:59])[CH3:58])=[CH:47][C:48]=1[C:49]1[C:50]([O:55][CH3:56])=[N:51][CH:52]=[CH:53][CH:54]=1)[C:34]1[CH:35]=[CH:36][CH:37]=[CH:38][CH:39]=1. The yield is 0.840. (6) The reactants are [F:1][CH:2]([F:23])[O:3][C:4]1[CH:9]=[CH:8][C:7]([C@H:10]([NH:16][S@](C(C)(C)C)=O)[CH2:11][C:12]([O:14][CH3:15])=[O:13])=[CH:6][CH:5]=1.[ClH:24].O1CCOCC1. The catalyst is CO.C(Cl)Cl. The product is [ClH:24].[NH2:16][C@@H:10]([C:7]1[CH:8]=[CH:9][C:4]([O:3][CH:2]([F:1])[F:23])=[CH:5][CH:6]=1)[CH2:11][C:12]([O:14][CH3:15])=[O:13]. The yield is 1.00.